Dataset: Forward reaction prediction with 1.9M reactions from USPTO patents (1976-2016). Task: Predict the product of the given reaction. (1) Given the reactants CO[C:3](=[O:35])[C@@H:4]1[CH2:8][C@@H:7]([O:9][CH2:10][CH:11]=[CH2:12])[CH2:6][N:5]1[C:13](=[O:34])[C@H:14]([CH:31]([CH3:33])[CH3:32])[NH:15][C:16](=[O:30])[C@H:17]([CH2:22][C:23]1[CH:28]=[CH:27][C:26]([OH:29])=[CH:25][CH:24]=1)[NH:18][C:19](=[O:21])[CH3:20].Cl.CO[C:39](=[O:49])[C@@H:40]1[CH2:44][C@@H:43]([O:45]CC=C)C[NH:41]1.N(C(C)=O)[C@H](C(N[C@H](C(O)=O)C(C)C)=O)CC1C=CC([OH:59])=CC=1.C(N(C(C)C)CC)(C)C.ON1C2C=CC=CC=2N=N1.Cl.CN(C)CCCN=C=NCC, predict the reaction product. The product is: [C:19]([NH:18][C@H:17]([C:16]([NH:15][C@H:14]([C:13]([N:5]1[CH2:6][C@H:7]([O:9][CH2:10][CH:11]=[CH2:12])[CH2:8][C@H:4]1[C:3]([NH:41][C@H:40]([CH:39]=[O:49])[CH2:44][C:43]([OH:59])=[O:45])=[O:35])=[O:34])[CH:31]([CH3:32])[CH3:33])=[O:30])[CH2:22][C:23]1[CH:28]=[CH:27][C:26]([OH:29])=[CH:25][CH:24]=1)(=[O:21])[CH3:20]. (2) Given the reactants [Cl:1][C:2]1[CH:3]=[C:4]([CH:6]=[CH:7][C:8]=1[O:9][CH2:10][C:11]1[CH:16]=[CH:15][CH:14]=[CH:13][N:12]=1)[NH2:5].Cl.Cl[C:19]1[C:28]2[C:23](=[CH:24][C:25]([O:43][CH3:44])=[C:26]([O:29][CH:30]3[CH2:35][CH2:34][N:33](C(OC(C)(C)C)=O)[CH2:32][CH2:31]3)[CH:27]=2)[N:22]=[CH:21][N:20]=1, predict the reaction product. The product is: [Cl:1][C:2]1[CH:3]=[C:4]([NH:5][C:19]2[C:28]3[C:23](=[CH:24][C:25]([O:43][CH3:44])=[C:26]([O:29][CH:30]4[CH2:31][CH2:32][NH:33][CH2:34][CH2:35]4)[CH:27]=3)[N:22]=[CH:21][N:20]=2)[CH:6]=[CH:7][C:8]=1[O:9][CH2:10][C:11]1[CH:16]=[CH:15][CH:14]=[CH:13][N:12]=1. (3) Given the reactants Cl[CH2:2][C:3]1[CH:8]=[N:7][CH:6]=[CH:5][N:4]=1.[C:9]1(=[O:19])[NH:13][C:12](=[O:14])[C:11]2=[CH:15][CH:16]=[CH:17][CH:18]=[C:10]12.[K], predict the reaction product. The product is: [N:4]1[CH:5]=[CH:6][N:7]=[CH:8][C:3]=1[CH2:2][N:13]1[C:9](=[O:19])[C:10]2[C:11](=[CH:15][CH:16]=[CH:17][CH:18]=2)[C:12]1=[O:14]. (4) The product is: [O:21]=[C:15]([CH2:2][C:1](=[O:3])[C:4]1[CH:14]=[CH:13][C:7]2[O:8][CH2:9][C:10](=[O:12])[NH:11][C:6]=2[CH:5]=1)[C:16]([O:18][CH2:19][CH3:20])=[O:17]. Given the reactants [C:1]([C:4]1[CH:14]=[CH:13][C:7]2[O:8][CH2:9][C:10](=[O:12])[NH:11][C:6]=2[CH:5]=1)(=[O:3])[CH3:2].[C:15](OCC)(=[O:21])[C:16]([O:18][CH2:19][CH3:20])=[O:17], predict the reaction product. (5) Given the reactants [F:1][C:2]1[CH:3]=[C:4]2[C:8](=[CH:9][CH:10]=1)[NH:7][C:6](=[O:11])[CH2:5]2.[CH3:12]O, predict the reaction product. The product is: [F:1][C:2]1[CH:3]=[C:4]2[C:8](=[CH:9][CH:10]=1)[NH:7][C:6](=[O:11])[CH:5]2[CH3:12]. (6) The product is: [ClH:1].[ClH:39].[Cl:1][C:2]1[C:3]([CH:20]([S:29]([C:32]2[CH:33]=[CH:34][C:35]([Cl:38])=[CH:36][CH:37]=2)(=[O:30])=[O:31])[C:21]2[CH:26]=[C:25]([F:27])[CH:24]=[CH:23][C:22]=2[F:28])=[CH:4][C:5]([NH:8][CH2:9][CH2:10][CH2:11][NH2:12])=[N:6][CH:7]=1. Given the reactants [Cl:1][C:2]1[C:3]([CH:20]([S:29]([C:32]2[CH:37]=[CH:36][C:35]([Cl:38])=[CH:34][CH:33]=2)(=[O:31])=[O:30])[C:21]2[CH:26]=[C:25]([F:27])[CH:24]=[CH:23][C:22]=2[F:28])=[CH:4][C:5]([NH:8][CH2:9][CH2:10][CH2:11][NH:12]C(=O)OC(C)(C)C)=[N:6][CH:7]=1.[ClH:39].CO, predict the reaction product. (7) Given the reactants [NH2:1][CH2:2][C:3]([NH2:6])([CH3:5])[CH3:4].C(N(CC)CC)C.Cl[C:15]1[C:24]2[C:19](=[CH:20][CH:21]=[CH:22][CH:23]=2)[N:18]=[CH:17][C:16]=1[N+:25]([O-:27])=[O:26], predict the reaction product. The product is: [N+:25]([C:16]1[CH2:17][N:18]([NH:6][C:3]([CH3:5])([CH3:4])[CH2:2][NH2:1])[C:19]2[C:24]([CH:15]=1)=[CH:23][CH:22]=[CH:21][CH:20]=2)([O-:27])=[O:26]. (8) Given the reactants C1C=CC(P(C2C(C3C(P(C4C=CC=CC=4)C4C=CC=CC=4)=CC=C4C=3C=CC=C4)=C3C(C=CC=C3)=CC=2)C2C=CC=CC=2)=CC=1.C(=O)([O-])[O-].[Cs+].[Cs+].Cl[C:54]1[N:59]=[C:58]([N:60]2[CH2:65][CH2:64][O:63][CH2:62][CH2:61]2)[N:57]=[C:56]([C:66]2[CH:67]=[CH:68][C:69]([NH2:72])=[N:70][CH:71]=2)[CH:55]=1.[CH3:73][O:74][C:75]1[N:80]=[CH:79][C:78]([NH2:81])=[CH:77][CH:76]=1, predict the reaction product. The product is: [NH2:72][C:69]1[N:70]=[CH:71][C:66]([C:56]2[N:57]=[C:58]([N:60]3[CH2:65][CH2:64][O:63][CH2:62][CH2:61]3)[N:59]=[C:54]([NH:81][C:78]3[CH:79]=[N:80][C:75]([O:74][CH3:73])=[CH:76][CH:77]=3)[CH:55]=2)=[CH:67][CH:68]=1. (9) Given the reactants [Cl:1][C:2]1[N:7]=[C:6]2[S:8][C:9](SC)=[N:10][C:5]2=[CH:4][CH:3]=1.[CH3:13][O-:14].[Na+].C(Cl)Cl.CO, predict the reaction product. The product is: [Cl:1][C:2]1[N:7]=[C:6]2[S:8][C:9]([O:14][CH3:13])=[N:10][C:5]2=[CH:4][CH:3]=1.